This data is from Catalyst prediction with 721,799 reactions and 888 catalyst types from USPTO. The task is: Predict which catalyst facilitates the given reaction. (1) Reactant: CC([CH:5]1[CH2:10][N:9]([CH:11]2[CH2:16][CH2:15][C:14]([C:17]3[CH:22]=[CH:21][C:20]([N+:23]([O-:25])=[O:24])=[C:19]([O:26][CH3:27])[CH:18]=3)=[CH:13][CH2:12]2)[CH2:8][CH2:7][N:6]1C([O-])=O)(C)C. Product: [CH3:27][O:26][C:19]1[CH:18]=[C:17]([C:14]2[CH2:15][CH2:16][CH:11]([N:9]3[CH2:10][CH2:5][NH:6][CH2:7][CH2:8]3)[CH2:12][CH:13]=2)[CH:22]=[CH:21][C:20]=1[N+:23]([O-:25])=[O:24]. The catalyst class is: 137. (2) Reactant: F[C:2]1[CH:9]=[CH:8][C:7]([N+:10]([O-:12])=[O:11])=[CH:6][C:3]=1[CH:4]=[O:5].C(N(CC)CC)C.[CH3:20][C@H:21]1[O:26][C@@H:25]([CH3:27])[CH2:24][NH:23][CH2:22]1. Product: [CH3:27][C@H:25]1[O:26][C@@H:21]([CH3:20])[CH2:22][N:23]([C:2]2[CH:9]=[CH:8][C:7]([N+:10]([O-:12])=[O:11])=[CH:6][C:3]=2[CH:4]=[O:5])[CH2:24]1. The catalyst class is: 10. (3) Reactant: [CH3:1][N:2]1[C:11]2[C:6](=[CH:7][N:8]=[C:9]([CH3:12])[CH:10]=2)[CH:5]=[C:4]([C:13]2[CH:14]=[C:15]([CH:19]=[CH:20][C:21]=2[CH3:22])[C:16]([NH2:18])=[O:17])[C:3]1=[O:23].C(Cl)(=O)[C:25](Cl)=[O:26]. Product: [CH3:1][N:2]1[C:11]2[C:6](=[CH:7][N:8]=[C:9]([CH3:12])[CH:10]=2)[CH:5]=[C:4]([C:13]2[CH:14]=[C:15]([CH:19]=[CH:20][C:21]=2[CH3:22])[C:16]([N:18]=[C:25]=[O:26])=[O:17])[C:3]1=[O:23]. The catalyst class is: 26. (4) Reactant: [H-].[Na+].[CH3:3][N:4]1[C:8]2=[C:9]3[CH:15]=[CH:14][NH:13][C:10]3=[N:11][CH:12]=[C:7]2[CH:6]=[N:5]1.[C:16]1([CH3:26])[CH:21]=[CH:20][C:19]([S:22](Cl)(=[O:24])=[O:23])=[CH:18][CH:17]=1.O. Product: [CH3:3][N:4]1[C:8]2=[C:9]3[CH:15]=[CH:14][N:13]([S:22]([C:19]4[CH:20]=[CH:21][C:16]([CH3:26])=[CH:17][CH:18]=4)(=[O:24])=[O:23])[C:10]3=[N:11][CH:12]=[C:7]2[CH:6]=[N:5]1. The catalyst class is: 3. (5) Reactant: C([O:5][C:6](=[O:27])[CH2:7][N:8]1[C:12]([C:13]2[CH:18]=[CH:17][CH:16]=[CH:15][CH:14]=2)=[CH:11][CH:10]=[C:9]1[C:19](=[O:26])[C:20]1[CH:25]=[CH:24][CH:23]=[CH:22][CH:21]=1)(C)(C)C. Product: [C:19]([C:9]1[N:8]([CH2:7][C:6]([OH:27])=[O:5])[C:12]([C:13]2[CH:18]=[CH:17][CH:16]=[CH:15][CH:14]=2)=[CH:11][CH:10]=1)(=[O:26])[C:20]1[CH:25]=[CH:24][CH:23]=[CH:22][CH:21]=1. The catalyst class is: 55. (6) Reactant: [Br:1]Br.[CH3:3][C:4]1[CH:9]=[CH:8][N:7]=[C:6]([NH2:10])[N:5]=1. Product: [Br:1][C:9]1[C:4]([CH3:3])=[N:5][C:6]([NH2:10])=[N:7][CH:8]=1. The catalyst class is: 20. (7) Reactant: [C:1]([C:3]1[CH:4]=[C:5]([C:10]2[O:14][C:13]([NH:15][CH2:16][C:17]([OH:19])=O)=[N:12][N:11]=2)[CH:6]=[CH:7][C:8]=1[F:9])#[N:2].[CH3:20][O:21][C:22]1[CH:27]=[CH:26][CH:25]=[C:24]([NH2:28])[CH:23]=1.Cl. Product: [C:1]([C:3]1[CH:4]=[C:5]([C:10]2[O:14][C:13]([NH:15][CH2:16][C:17]([NH:28][C:24]3[CH:25]=[CH:26][CH:27]=[C:22]([O:21][CH3:20])[CH:23]=3)=[O:19])=[N:12][N:11]=2)[CH:6]=[CH:7][C:8]=1[F:9])#[N:2]. The catalyst class is: 3.